This data is from HIV replication inhibition screening data with 41,000+ compounds from the AIDS Antiviral Screen. The task is: Binary Classification. Given a drug SMILES string, predict its activity (active/inactive) in a high-throughput screening assay against a specified biological target. (1) The result is 0 (inactive). The compound is CCOc1ccc(Nc2nc(C)c(C(=O)CC(=O)C(=O)Nc3ccc(C(C)C)cc3C(C)C)s2)cc1. (2) The compound is Cc1nc(N)nc2c1CCC(O)S2. The result is 0 (inactive). (3) The drug is Cc1cc(C(=C2C=CC(=Nc3ccc(S(=O)(=O)O)cc3)C=C2)c2ccc(Nc3ccc(S(=O)(=O)O)cc3)cc2)cc(S(=O)(=O)O)c1N. The result is 1 (active). (4) The drug is COc1ccc(C2NC3=C(CCCC3)C3(C#N)C(=O)NC(=N)C23C#N)cc1. The result is 0 (inactive). (5) The molecule is COc1ccc(C(c2c(O)c3ccccc3oc2=O)N2CCCC2)c(OC)c1. The result is 0 (inactive).